Task: Predict the product of the given reaction.. Dataset: Forward reaction prediction with 1.9M reactions from USPTO patents (1976-2016) (1) The product is: [F:16][C:17]1[C:22]([F:23])=[CH:21][CH:20]=[CH:19][C:18]=1[C:24]1[N:25]=[C:26]([N:29]2[CH2:34][CH2:33][N:32]([C:8]([NH:7][C:3]3[N:2]=[N:1][CH:6]=[CH:5][CH:4]=3)=[O:15])[CH2:31][CH2:30]2)[S:27][CH:28]=1. Given the reactants [N:1]1[CH:6]=[CH:5][CH:4]=[C:3]([NH:7][C:8](=[O:15])OCC(Cl)(Cl)Cl)[N:2]=1.[F:16][C:17]1[C:22]([F:23])=[CH:21][CH:20]=[CH:19][C:18]=1[C:24]1[N:25]=[C:26]([N:29]2[CH2:34][CH2:33][NH:32][CH2:31][CH2:30]2)[S:27][CH:28]=1.C(N(C(C)C)CC)(C)C.O, predict the reaction product. (2) Given the reactants [CH2:1]([O:3][C:4](=[O:18])[C:5]1[CH:10]=[C:9]([CH3:11])[C:8]([N+:12]([O-:14])=[O:13])=[CH:7][C:6]=1[N+:15]([O-:17])=[O:16])[CH3:2].CO[CH:21]([N:24]([CH3:26])[CH3:25])OC, predict the reaction product. The product is: [CH2:1]([O:3][C:4](=[O:18])[C:5]1[CH:10]=[C:9]([CH:11]=[CH:21][N:24]([CH3:26])[CH3:25])[C:8]([N+:12]([O-:14])=[O:13])=[CH:7][C:6]=1[N+:15]([O-:17])=[O:16])[CH3:2]. (3) Given the reactants [NH2:1][C@@H:2]1[CH2:7][CH2:6][C@H:5]([NH:8][C:9]2[CH:14]=[C:13]([N:15]([CH3:17])[CH3:16])[C:12]([CH3:18])=[CH:11][N:10]=2)[CH2:4][CH2:3]1.[Cl:19][C:20]1[CH:21]=[C:22]([CH:25]=[CH:26][C:27]=1[F:28])[CH:23]=O.[BH-](OC(C)=O)(OC(C)=O)OC(C)=O.[Na+].C([O-])(O)=O.[Na+], predict the reaction product. The product is: [ClH:19].[ClH:19].[Cl:19][C:20]1[CH:21]=[C:22]([CH:25]=[CH:26][C:27]=1[F:28])[CH2:23][NH:1][C@@H:2]1[CH2:3][CH2:4][C@H:5]([NH:8][C:9]2[CH:14]=[C:13]([N:15]([CH3:17])[CH3:16])[C:12]([CH3:18])=[CH:11][N:10]=2)[CH2:6][CH2:7]1.